From a dataset of Full USPTO retrosynthesis dataset with 1.9M reactions from patents (1976-2016). Predict the reactants needed to synthesize the given product. (1) Given the product [NH2:20][C:10]1[CH:9]=[C:8]2[C:13](=[CH:12][C:11]=1[N+:15]([O-:17])=[O:16])[CH2:14][C:6]1([C:5](=[O:18])[NH:4][C:3](=[O:19])[N:2]1[CH3:1])[CH2:7]2, predict the reactants needed to synthesize it. The reactants are: [CH3:1][N:2]1[C:6]2([CH2:14][C:13]3[C:8](=[CH:9][CH:10]=[C:11]([N+:15]([O-:17])=[O:16])[CH:12]=3)[CH2:7]2)[C:5](=[O:18])[NH:4][C:3]1=[O:19].[N+:20]([O-])(O)=O.OS(O)(=O)=O. (2) The reactants are: [Cl:1][C:2]1[CH:3]=[C:4]([C:12]2[N:16]=[C:15]([C:17]3[CH:22]=[CH:21][C:20]([S:23]([NH:26][CH2:27][CH2:28][C:29]([O:31]C(C)(C)C)=[O:30])(=[O:25])=[O:24])=[CH:19][CH:18]=3)[O:14][N:13]=2)[CH:5]=[CH:6][C:7]=1[O:8][CH:9]([CH3:11])[CH3:10].C(O)(C(F)(F)F)=O. Given the product [Cl:1][C:2]1[CH:3]=[C:4]([C:12]2[N:16]=[C:15]([C:17]3[CH:18]=[CH:19][C:20]([S:23]([NH:26][CH2:27][CH2:28][C:29]([OH:31])=[O:30])(=[O:25])=[O:24])=[CH:21][CH:22]=3)[O:14][N:13]=2)[CH:5]=[CH:6][C:7]=1[O:8][CH:9]([CH3:11])[CH3:10], predict the reactants needed to synthesize it. (3) The reactants are: CN(C)[CH:3]=[O:4].P(Cl)(Cl)(Cl)=O.[Cl:11][C:12]1[C:13]2[N:14]([CH:18]=[C:19]([C:21]3[CH:26]=[CH:25][CH:24]=[C:23]([O:27][CH3:28])[CH:22]=3)[N:20]=2)[CH:15]=[CH:16][CH:17]=1. Given the product [Cl:11][C:12]1[C:13]2[N:14]([C:18]([CH:3]=[O:4])=[C:19]([C:21]3[CH:26]=[CH:25][CH:24]=[C:23]([O:27][CH3:28])[CH:22]=3)[N:20]=2)[CH:15]=[CH:16][CH:17]=1, predict the reactants needed to synthesize it. (4) Given the product [F:16][C:15]1[C:6]([C:2]([C:6]2[C:15]([F:16])=[C:13]([F:14])[C:11]([F:12])=[C:9]([F:10])[C:7]=2[F:8])([C:6]2[C:15]([F:16])=[C:13]([F:14])[C:11]([F:12])=[C:9]([F:10])[C:7]=2[F:8])[CH2:3][O:4][SiH3:5])=[C:7]([F:8])[C:9]([F:10])=[C:11]([F:12])[C:13]=1[F:14].[Si:5]([O:4][CH2:3][CH3:2])([C:6]1[C:7]([F:8])=[C:9]([F:10])[C:11]([F:12])=[C:13]([F:14])[C:15]=1[F:16])([C:6]1[C:7]([F:8])=[C:9]([F:10])[C:11]([F:12])=[C:13]([F:14])[C:15]=1[F:16])[C:6]1[C:15]([F:16])=[C:13]([F:14])[C:11]([F:12])=[C:9]([F:10])[C:7]=1[F:8], predict the reactants needed to synthesize it. The reactants are: Cl[CH2:2][CH2:3][O:4][SiH3:5].[C:6]1([Li])[C:15]([F:16])=[C:13]([F:14])[C:11]([F:12])=[C:9]([F:10])[C:7]=1[F:8]. (5) Given the product [ClH:41].[N:1]1([C:6]2[N:11]=[CH:10][C:9]([O:12][CH2:13][C:14]3[CH:18]=[N:17][N:16]([CH:19]4[CH2:20][CH2:21][N:22]([C:25](=[O:40])[CH2:26][CH:27]5[CH2:32][CH2:31][NH:30][CH2:29][CH2:28]5)[CH2:23][CH2:24]4)[N:15]=3)=[CH:8][CH:7]=2)[CH:5]=[N:4][N:3]=[N:2]1, predict the reactants needed to synthesize it. The reactants are: [N:1]1([C:6]2[N:11]=[CH:10][C:9]([O:12][CH2:13][C:14]3[CH:18]=[N:17][N:16]([CH:19]4[CH2:24][CH2:23][N:22]([C:25](=[O:40])[CH2:26][CH:27]5[CH2:32][CH2:31][N:30](C(OC(C)(C)C)=O)[CH2:29][CH2:28]5)[CH2:21][CH2:20]4)[N:15]=3)=[CH:8][CH:7]=2)[CH:5]=[N:4][N:3]=[N:2]1.[ClH:41]. (6) Given the product [OH:30][CH2:27][C:28]([N:1]1[CH2:2][CH:3]([C:5]2[CH:6]=[CH:7][C:8]3[O:17][CH2:16][CH2:15][C:14]4[N:10]([N:11]=[C:12]([C:18]5[N:19]([CH:23]([CH3:24])[CH3:25])[N:20]=[CH:21][N:22]=5)[CH:13]=4)[C:9]=3[CH:26]=2)[CH2:4]1)=[O:29], predict the reactants needed to synthesize it. The reactants are: [NH:1]1[CH2:4][CH:3]([C:5]2[CH:6]=[CH:7][C:8]3[O:17][CH2:16][CH2:15][C:14]4[N:10]([N:11]=[C:12]([C:18]5[N:19]([CH:23]([CH3:25])[CH3:24])[N:20]=[CH:21][N:22]=5)[CH:13]=4)[C:9]=3[CH:26]=2)[CH2:2]1.[C:27](O)(=[O:30])[CH2:28][OH:29].